Dataset: CYP2D6 inhibition data for predicting drug metabolism from PubChem BioAssay. Task: Regression/Classification. Given a drug SMILES string, predict its absorption, distribution, metabolism, or excretion properties. Task type varies by dataset: regression for continuous measurements (e.g., permeability, clearance, half-life) or binary classification for categorical outcomes (e.g., BBB penetration, CYP inhibition). Dataset: cyp2d6_veith. The drug is c1ccc(CNc2cc(-c3cccnc3)ncn2)cc1. The result is 1 (inhibitor).